Predict the reaction yield, written as a fraction of the theoretical maximum amount of product (1.0 means a 100% yield; for example, 0.34 means a 34% yield). From a dataset of Reaction yield outcomes from USPTO patents with 853,638 reactions. (1) The reactants are Br[C:2]1[C:10]2[C:5](=[N:6][C:7]([C:24]3[CH:29]=[CH:28][C:27]([F:30])=[CH:26][CH:25]=3)=[C:8]([C:18]3[CH:23]=[CH:22][N:21]=[CH:20][CH:19]=3)[C:9]=2[C:11]2[CH:16]=[CH:15][C:14]([F:17])=[CH:13][CH:12]=2)[NH:4][N:3]=1.[Cu](C#N)[C:32]#[N:33].C(N)CN. The catalyst is CN1CCCC1=O. The product is [F:17][C:14]1[CH:13]=[CH:12][C:11]([C:9]2[C:8]([C:18]3[CH:23]=[CH:22][N:21]=[CH:20][CH:19]=3)=[C:7]([C:24]3[CH:25]=[CH:26][C:27]([F:30])=[CH:28][CH:29]=3)[N:6]=[C:5]3[NH:4][N:3]=[C:2]([C:32]#[N:33])[C:10]=23)=[CH:16][CH:15]=1. The yield is 1.00. (2) The reactants are [NH2:1][C:2]1[N:7]=[CH:6][N:5]=[C:4]2[N:8]([C@@H:12]3[CH2:17][CH2:16][CH2:15][N:14]([C:18]([O:20][C:21]([CH3:24])([CH3:23])[CH3:22])=[O:19])[CH2:13]3)[N:9]=[C:10](I)[C:3]=12.[F:25][C:26]1[CH:47]=[CH:46][CH:45]=[C:44]([F:48])[C:27]=1[O:28][C:29]1[CH:34]=[CH:33][C:32](B2OC(C)(C)C(C)(C)O2)=[CH:31][CH:30]=1.C(=O)([O-])[O-].[Na+].[Na+]. The catalyst is O1CCOCC1.O.C1C=CC([P]([Pd]([P](C2C=CC=CC=2)(C2C=CC=CC=2)C2C=CC=CC=2)([P](C2C=CC=CC=2)(C2C=CC=CC=2)C2C=CC=CC=2)[P](C2C=CC=CC=2)(C2C=CC=CC=2)C2C=CC=CC=2)(C2C=CC=CC=2)C2C=CC=CC=2)=CC=1. The product is [NH2:1][C:2]1[N:7]=[CH:6][N:5]=[C:4]2[N:8]([C@@H:12]3[CH2:17][CH2:16][CH2:15][N:14]([C:18]([O:20][C:21]([CH3:24])([CH3:23])[CH3:22])=[O:19])[CH2:13]3)[N:9]=[C:10]([C:32]3[CH:31]=[CH:30][C:29]([O:28][C:27]4[C:44]([F:48])=[CH:45][CH:46]=[CH:47][C:26]=4[F:25])=[CH:34][CH:33]=3)[C:3]=12. The yield is 0.850. (3) The reactants are [NH:1]1[C:9]2[C:4](=[CH:5][CH:6]=[CH:7][CH:8]=2)[CH2:3][C:2]1=[O:10].[NH:11]1[C:15]2[CH:16]=[CH:17][C:18]([CH:20]=O)=[CH:19][C:14]=2[N:13]=[CH:12]1. The catalyst is N1CCCCC1.CCO. The product is [NH:11]1[C:15]2[CH:16]=[CH:17][C:18](/[CH:20]=[C:3]3/[C:2](=[O:10])[NH:1][C:9]4[C:4]/3=[CH:5][CH:6]=[CH:7][CH:8]=4)=[CH:19][C:14]=2[N:13]=[CH:12]1. The yield is 0.100. (4) The reactants are Cl.[CH3:2][O:3][C:4](=[O:14])[C@H:5]([CH2:7][C:8]1[CH:13]=[CH:12][CH:11]=[CH:10][CH:9]=1)[NH2:6].CN1CCOCC1.[C:22]([N:33]1[C@@H:37]([CH3:38])[C:36](=O)[O:35]C1=O)(=[O:32])[CH2:23][CH2:24][CH2:25][CH2:26][CH2:27][CH2:28][CH2:29][CH2:30][CH3:31]. The catalyst is O1CCCC1. The product is [CH3:2][O:3][C:4](=[O:14])[C@H:5]([CH2:7][C:8]1[CH:13]=[CH:12][CH:11]=[CH:10][CH:9]=1)[NH:6][C:36](=[O:35])[C@H:37]([CH3:38])[NH:33][C:22](=[O:32])[CH2:23][CH2:24][CH2:25][CH2:26][CH2:27][CH2:28][CH2:29][CH2:30][CH3:31]. The yield is 0.710. (5) The reactants are [CH2:1]([C:3]1[CH:4]([C:9]([O:11][CH2:12][CH3:13])=[O:10])[CH2:5][C:6](=[O:8])[CH:7]=1)[CH3:2]. The catalyst is [Pd].CCOC(C)=O. The product is [CH2:1]([CH:3]1[CH2:7][C:6](=[O:8])[CH2:5][CH:4]1[C:9]([O:11][CH2:12][CH3:13])=[O:10])[CH3:2]. The yield is 0.990.